Dataset: Catalyst prediction with 721,799 reactions and 888 catalyst types from USPTO. Task: Predict which catalyst facilitates the given reaction. (1) Reactant: C(N(CC)CC)C.[NH2:8][C:9]1[CH:14]=[C:13]([O:15][CH3:16])[C:12]([O:17][CH3:18])=[CH:11][C:10]=1[C:19]([N:21]1[CH2:25][CH2:24][CH2:23][CH:22]1[C:26]([CH3:34])([CH3:33])[O:27][SiH2:28][C:29]([CH3:32])([CH3:31])[CH3:30])=[O:20].Cl[C:36](Cl)([O:38]C(=O)OC(Cl)(Cl)Cl)Cl. Product: [C:29]([SiH2:28][O:27][C:26]([CH3:34])([CH3:33])[CH:22]1[CH2:23][CH2:24][CH2:25][N:21]1[C:19]([C:10]1[CH:11]=[C:12]([O:17][CH3:18])[C:13]([O:15][CH3:16])=[CH:14][C:9]=1[N:8]=[C:36]=[O:38])=[O:20])([CH3:32])([CH3:31])[CH3:30]. The catalyst class is: 11. (2) Reactant: [F:1][C:2]([F:26])([C:14](=O)[C:15]1[C:16]([C:21]([F:24])([F:23])[F:22])=[N:17][CH:18]=[CH:19][CH:20]=1)[C:3](=[CH2:13])[CH2:4][NH:5]C(=O)OC(C)(C)C.Cl. Product: [F:1][C:2]1([F:26])[C:14]([C:15]2[C:16]([C:21]([F:24])([F:23])[F:22])=[N:17][CH:18]=[CH:19][CH:20]=2)=[N:5][CH2:4][C:3]1=[CH2:13]. The catalyst class is: 15.